Dataset: Forward reaction prediction with 1.9M reactions from USPTO patents (1976-2016). Task: Predict the product of the given reaction. (1) Given the reactants Cl[C:2]1[C:11]2[C:6](=[CH:7][C:8]([O:14][CH2:15][CH:16]3[CH2:21][CH2:20][N:19]([CH3:22])[CH2:18][CH2:17]3)=[C:9]([O:12][CH3:13])[CH:10]=2)[N:5]=[CH:4][N:3]=1.[OH:23][C:24]1[CH:25]=[CH:26][C:27]2[O:32][CH2:31][C:30](=[O:33])[NH:29][C:28]=2[CH:34]=1, predict the reaction product. The product is: [CH3:13][O:12][C:9]1[CH:10]=[C:11]2[C:6](=[CH:7][C:8]=1[O:14][CH2:15][CH:16]1[CH2:21][CH2:20][N:19]([CH3:22])[CH2:18][CH2:17]1)[N:5]=[CH:4][N:3]=[C:2]2[O:23][C:24]1[CH:25]=[CH:26][C:27]2[O:32][CH2:31][C:30](=[O:33])[NH:29][C:28]=2[CH:34]=1. (2) The product is: [C:20]([C:19]1[CH:22]=[CH:23][C:16]([CH:2]2[CH2:7][CH2:6][N:5]([C:8]([O:10][C:11]([CH3:14])([CH3:13])[CH3:12])=[O:9])[CH2:4][CH2:3]2)=[CH:17][C:18]=1[F:24])#[N:21]. Given the reactants O[CH:2]1[CH2:7][CH2:6][N:5]([C:8]([O:10][C:11]([CH3:14])([CH3:13])[CH3:12])=[O:9])[CH2:4][CH2:3]1.Br[C:16]1[CH:23]=[CH:22][C:19]([C:20]#[N:21])=[C:18]([F:24])[CH:17]=1, predict the reaction product. (3) The product is: [CH3:27][C:17]1[CH:22]=[CH:21][C:20]([S:23]([O:16][C:4]2[C:5]3[CH2:12][CH2:11][CH2:10][C:9]4[O:13][CH:14]=[CH:15][C:8]=4[C:6]=3[N:7]=[C:2]([NH2:1])[N:3]=2)(=[O:25])=[O:24])=[CH:19][CH:18]=1. Given the reactants [NH2:1][C:2]1[N:3]=[C:4]([OH:16])[C:5]2[CH2:12][CH2:11][CH2:10][C:9]3[O:13][CH:14]=[CH:15][C:8]=3[C:6]=2[N:7]=1.[C:17]1([CH3:27])[CH:22]=[CH:21][C:20]([S:23](Cl)(=[O:25])=[O:24])=[CH:19][CH:18]=1, predict the reaction product. (4) Given the reactants [Cl:1][C:2]1[CH:3]=[CH:4][C:5]2[NH:11][C:10](=[O:12])[C@@H:9]([CH2:13][C:14]([OH:16])=[O:15])[S:8][C@H:7]([C:17]3[CH:22]=[CH:21][CH:20]=[CH:19][C:18]=3[Cl:23])[C:6]=2[CH:24]=1.I[CH:26]([CH3:28])[CH3:27].C(=O)([O-])[O-].[K+].[K+], predict the reaction product. The product is: [Cl:1][C:2]1[CH:3]=[CH:4][C:5]2[NH:11][C:10](=[O:12])[C@@H:9]([CH2:13][C:14]([O:16][CH:26]([CH3:28])[CH3:27])=[O:15])[S:8][C@H:7]([C:17]3[CH:22]=[CH:21][CH:20]=[CH:19][C:18]=3[Cl:23])[C:6]=2[CH:24]=1. (5) Given the reactants [ClH:1].[CH2:2]([O:9][C:10](=[O:30])[C@H:11]([NH:22]C(OC(C)(C)C)=O)[CH2:12][C:13]1[CH:18]=[CH:17][C:16]([OH:19])=[C:15]([O:20][CH3:21])[CH:14]=1)[C:3]1[CH:8]=[CH:7][CH:6]=[CH:5][CH:4]=1, predict the reaction product. The product is: [ClH:1].[CH2:2]([O:9][C:10](=[O:30])[C@H:11]([NH2:22])[CH2:12][C:13]1[CH:18]=[CH:17][C:16]([OH:19])=[C:15]([O:20][CH3:21])[CH:14]=1)[C:3]1[CH:8]=[CH:7][CH:6]=[CH:5][CH:4]=1. (6) Given the reactants [F:1][C:2]1[CH:7]=[CH:6][C:5]([F:8])=[CH:4][C:3]=1[CH:9]([S:20]([C:23]1[CH:28]=[CH:27][C:26]([F:29])=[CH:25][CH:24]=1)(=[O:22])=[O:21])[C:10]1[C:11]([CH3:19])=[CH:12][C:13]([C:16](O)=[O:17])=[N:14][CH:15]=1.Cl.[CH2:31]([NH2:33])[CH3:32].ON1C2C=CC=CC=2N=N1.CN1CCOCC1.Cl.C(N=C=NCCCN(C)C)C, predict the reaction product. The product is: [F:1][C:2]1[CH:7]=[CH:6][C:5]([F:8])=[CH:4][C:3]=1[CH:9]([S:20]([C:23]1[CH:28]=[CH:27][C:26]([F:29])=[CH:25][CH:24]=1)(=[O:22])=[O:21])[C:10]1[C:11]([CH3:19])=[CH:12][C:13]([C:16]([NH:33][CH2:31][CH3:32])=[O:17])=[N:14][CH:15]=1.